From a dataset of Catalyst prediction with 721,799 reactions and 888 catalyst types from USPTO. Predict which catalyst facilitates the given reaction. (1) Reactant: [CH:1]1([CH2:7][N:8]2[C:12]([C:13]3[N:21]4[C:16]([CH:17]=[CH:18][CH:19]=[CH:20]4)=[C:15]([S:22]([N:25]4[CH2:30][CH2:29][CH2:28][CH2:27][CH2:26]4)(=[O:24])=[O:23])[CH:14]=3)=[CH:11][C:10]([C:31]([O:33]CC)=[O:32])=[C:9]2[CH3:36])[CH2:6][CH2:5][CH2:4][CH2:3][CH2:2]1.CC([O-])(C)C.[K+].Cl. Product: [CH:1]1([CH2:7][N:8]2[C:12]([C:13]3[N:21]4[C:16]([CH:17]=[CH:18][CH:19]=[CH:20]4)=[C:15]([S:22]([N:25]4[CH2:30][CH2:29][CH2:28][CH2:27][CH2:26]4)(=[O:24])=[O:23])[CH:14]=3)=[CH:11][C:10]([C:31]([OH:33])=[O:32])=[C:9]2[CH3:36])[CH2:2][CH2:3][CH2:4][CH2:5][CH2:6]1. The catalyst class is: 58. (2) Reactant: [CH2:1]([C:3]1([CH2:9][OH:10])[CH2:7][O:6][C:5](=[O:8])[NH:4]1)[CH3:2].[CH3:11][C:12]([CH3:17])=[CH:13][C:14](Cl)=[O:15].[Na+].[Cl-]. Product: [CH3:11][C:12]([CH3:17])=[CH:13][C:14]([O:10][CH2:9][C:3]1([CH2:1][CH3:2])[CH2:7][O:6][C:5](=[O:8])[NH:4]1)=[O:15]. The catalyst class is: 22. (3) Reactant: Cl.CN(C)CCCN=C=NCC.[F:13][C:14]1[C:22]([O:23][CH3:24])=[C:21]([F:25])[CH:20]=[C:19]2[C:15]=1[C:16]([CH2:27][C:28]([OH:30])=[O:29])=[C:17]([CH3:26])[NH:18]2.[CH3:31][Si:32]([CH3:37])([CH3:36])[CH2:33][CH2:34]O. Product: [F:13][C:14]1[C:22]([O:23][CH3:24])=[C:21]([F:25])[CH:20]=[C:19]2[C:15]=1[C:16]([CH2:27][C:28]([O:30][CH2:34][CH2:33][Si:32]([CH3:37])([CH3:36])[CH3:31])=[O:29])=[C:17]([CH3:26])[NH:18]2. The catalyst class is: 119. (4) Reactant: [NH2:1][C:2]1[C:7]([C:8]([NH:10][CH2:11][C:12](=[O:14])[CH3:13])=O)=[C:6]([Cl:15])[N:5]=[CH:4][N:3]=1.CC[N+](S(N=C(OC)[O-])(=O)=O)(CC)CC. Product: [Cl:15][C:6]1[N:5]=[CH:4][N:3]=[C:2]([NH2:1])[C:7]=1[C:8]1[O:14][C:12]([CH3:13])=[CH:11][N:10]=1. The catalyst class is: 11. (5) Reactant: [C:1]([O:5][C:6]([N:8]1[CH2:27][CH2:26][N:11]2[C:12](=[O:25])[C:13]3[C:18]([CH:10]2[CH2:9]1)=[CH:17][C:16]([OH:19])=[CH:15][C:14]=3[O:20][C:21]([F:24])([F:23])[F:22])=[O:7])([CH3:4])([CH3:3])[CH3:2].N1C(C)=CC=CC=1C.[F:36][C:37]([F:50])([F:49])[S:38](O[S:38]([C:37]([F:50])([F:49])[F:36])(=[O:40])=[O:39])(=[O:40])=[O:39]. Product: [C:1]([O:5][C:6]([N:8]1[CH2:27][CH2:26][N:11]2[C:12](=[O:25])[C:13]3[C:18]([CH:10]2[CH2:9]1)=[CH:17][C:16]([O:19][S:38]([C:37]([F:50])([F:49])[F:36])(=[O:40])=[O:39])=[CH:15][C:14]=3[O:20][C:21]([F:23])([F:24])[F:22])=[O:7])([CH3:4])([CH3:2])[CH3:3]. The catalyst class is: 2. (6) Reactant: [F:1][C:2]1[CH:3]=[C:4]([CH:8]=[CH:9][C:10]=1[O:11][C:12]1[CH:17]=[CH:16][C:15]([CH:18]=O)=[CH:14][CH:13]=1)[C:5]([NH2:7])=[O:6].CC(O)=O.[CH3:24][C:25]1[CH:26]=[C:27]([CH:32]2[CH2:36][CH2:35][CH2:34][NH:33]2)[CH:28]=[C:29]([CH3:31])[CH:30]=1.C(O[BH-](OC(=O)C)OC(=O)C)(=O)C.[Na+]. Product: [CH3:31][C:29]1[CH:28]=[C:27]([CH:32]2[CH2:36][CH2:35][CH2:34][N:33]2[CH2:18][C:15]2[CH:14]=[CH:13][C:12]([O:11][C:10]3[CH:9]=[CH:8][C:4]([C:5]([NH2:7])=[O:6])=[CH:3][C:2]=3[F:1])=[CH:17][CH:16]=2)[CH:26]=[C:25]([CH3:24])[CH:30]=1. The catalyst class is: 26.